From a dataset of Reaction yield outcomes from USPTO patents with 853,638 reactions. Predict the reaction yield, written as a fraction of the theoretical maximum amount of product (1.0 means a 100% yield; for example, 0.34 means a 34% yield). (1) The reactants are [CH3:1][O:2][C:3]1[CH:8]=[C:7]([O:9][CH3:10])[CH:6]=[CH:5][C:4]=1[NH:11][C:12]1[CH:20]=[CH:19][CH:18]=[C:14]([C:15]([OH:17])=O)[C:13]=1[C:21]([OH:23])=O.Cl.[NH2:25][CH:26]1[CH2:32][CH2:31][C:30](=[O:33])[NH:29][C:27]1=[O:28]. The catalyst is N1C=CC=CC=1. The product is [CH3:1][O:2][C:3]1[CH:8]=[C:7]([O:9][CH3:10])[CH:6]=[CH:5][C:4]=1[NH:11][C:12]1[CH:20]=[CH:19][CH:18]=[C:14]2[C:13]=1[C:21](=[O:23])[N:25]([CH:26]1[CH2:32][CH2:31][C:30](=[O:33])[NH:29][C:27]1=[O:28])[C:15]2=[O:17]. The yield is 0.670. (2) The reactants are C([O-])([O-])=O.[K+].[K+].[OH:7][C:8]1[C:17]2[C:12](=[CH:13][CH:14]=[CH:15][CH:16]=2)[CH:11]=[CH:10][C:9]=1[C:18]([OH:20])=[O:19].[CH2:21](Cl)[C:22]1[CH:27]=[CH:26][CH:25]=[CH:24][CH:23]=1. The catalyst is CN(C=O)C. The product is [CH2:21]([O:19][C:18]([C:9]1[CH:10]=[CH:11][C:12]2[C:17](=[CH:16][CH:15]=[CH:14][CH:13]=2)[C:8]=1[O:7][CH2:18][C:9]1[CH:10]=[CH:11][CH:12]=[CH:17][CH:8]=1)=[O:20])[C:22]1[CH:27]=[CH:26][CH:25]=[CH:24][CH:23]=1. The yield is 0.385.